Regression. Given a peptide amino acid sequence and an MHC pseudo amino acid sequence, predict their binding affinity value. This is MHC class II binding data. From a dataset of Peptide-MHC class II binding affinity with 134,281 pairs from IEDB. The peptide sequence is GELQIVDKRDAAFKI. The MHC is DRB3_0202 with pseudo-sequence DRB3_0202. The binding affinity (normalized) is 0.188.